Dataset: Catalyst prediction with 721,799 reactions and 888 catalyst types from USPTO. Task: Predict which catalyst facilitates the given reaction. (1) Reactant: [Br:1]Br.[CH3:3][N:4]1[CH:13]=[CH:12][C:11]2[C:6](=[CH:7][CH:8]=[C:9]([N:14]3[CH:18]=[C:17]([CH3:19])[CH:16]=[N:15]3)[CH:10]=2)[C:5]1=[O:20]. Product: [Br:1][C:12]1[C:11]2[C:6](=[CH:7][CH:8]=[C:9]([N:14]3[CH:18]=[C:17]([CH3:19])[CH:16]=[N:15]3)[CH:10]=2)[C:5](=[O:20])[N:4]([CH3:3])[CH:13]=1. The catalyst class is: 15. (2) Reactant: CC(C)([O-])C.[K+].[Br:7][C:8]1[CH:13]=[CH:12][C:11](F)=[CH:10][CH:9]=1.[C:15]([O:19][C:20]([N:22]1[CH2:25][CH:24]([OH:26])[CH2:23]1)=[O:21])([CH3:18])([CH3:17])[CH3:16]. Product: [C:15]([O:19][C:20]([N:22]1[CH2:25][CH:24]([O:26][C:11]2[CH:12]=[CH:13][C:8]([Br:7])=[CH:9][CH:10]=2)[CH2:23]1)=[O:21])([CH3:18])([CH3:16])[CH3:17]. The catalyst class is: 1. (3) Reactant: C1C2C(COC([CH2:18][C:19]([N:21]3[CH2:25][C:24]([F:27])([F:26])[CH2:23][C@@H:22]3[C:28]([O:30]C)=O)=[O:20])=O)C3C(=CC=CC=3)C=2C=CC=1.[NH:32]1CCCCC1. Product: [F:26][C:24]1([F:27])[CH2:25][N:21]2[C:19](=[O:20])[CH2:18][NH:32][C:28](=[O:30])[C@@H:22]2[CH2:23]1. The catalyst class is: 5.